This data is from Reaction yield outcomes from USPTO patents with 853,638 reactions. The task is: Predict the reaction yield, written as a fraction of the theoretical maximum amount of product (1.0 means a 100% yield; for example, 0.34 means a 34% yield). (1) The product is [NH2:23][C:20]1[CH:19]=[CH:18][C:17]([NH:16][C:11]2[O:10][C:9]([C:3]3[C:4]([F:8])=[CH:5][CH:6]=[CH:7][C:2]=3[F:1])=[N:13][C:12]=2[C:14]#[N:15])=[CH:22][CH:21]=1. The yield is 0.900. The reactants are [F:1][C:2]1[CH:7]=[CH:6][CH:5]=[C:4]([F:8])[C:3]=1[C:9]1[O:10][C:11]([NH:16][C:17]2[CH:22]=[CH:21][C:20]([N+:23]([O-])=O)=[CH:19][CH:18]=2)=[C:12]([C:14]#[N:15])[N:13]=1.CO. The catalyst is [Pd].CCOC(C)=O. (2) The reactants are [CH3:1][N:2]1[C:10]2[C:5](=[CH:6][C:7]([C:11](O)=[O:12])=[CH:8][CH:9]=2)[C:4]([C:14]2[NH:26][C:17]3=[N:18][CH:19]=[C:20]4[CH:24]=[N:23][N:22]([CH3:25])[C:21]4=[C:16]3[CH:15]=2)=[CH:3]1.[CH3:27][S:28]([NH2:31])(=[O:30])=[O:29]. The catalyst is ClCCCl.CC(O)(C)C.CN(C1C=CN=CC=1)C. The product is [CH3:1][N:2]1[C:10]2[C:5](=[CH:6][C:7]([C:11]([NH:31][S:28]([CH3:27])(=[O:30])=[O:29])=[O:12])=[CH:8][CH:9]=2)[C:4]([C:14]2[NH:26][C:17]3=[N:18][CH:19]=[C:20]4[CH:24]=[N:23][N:22]([CH3:25])[C:21]4=[C:16]3[CH:15]=2)=[CH:3]1. The yield is 0.420. (3) The reactants are Br[C:2]1[S:3][C:4]2[CH:10]=[CH:9][C:8]([C:11]([F:14])([F:13])[F:12])=[CH:7][C:5]=2[N:6]=1.CC(C)([O-])C.[Na+].Cl.[N+:22]([C:25]1[CH:30]=[CH:29][C:28]([NH:31][CH:32]2[CH2:37][CH2:36][CH:35]([O:38][CH2:39][C:40]([N:42]3[CH2:47][CH2:46][NH:45][CH2:44][CH2:43]3)=[O:41])[CH2:34][CH2:33]2)=[CH:27][C:26]=1[C:48]([F:51])([F:50])[F:49])([O-:24])=[O:23]. The catalyst is C1(C)C=CC=CC=1.C1C=CC(/C=C/C(/C=C/C2C=CC=CC=2)=O)=CC=1.C1C=CC(/C=C/C(/C=C/C2C=CC=CC=2)=O)=CC=1.C1C=CC(/C=C/C(/C=C/C2C=CC=CC=2)=O)=CC=1.[Pd].[Pd].C(Cl)(Cl)Cl.C1C=CC(P(C2C(C3C(P(C4C=CC=CC=4)C4C=CC=CC=4)=CC=C4C=3C=CC=C4)=C3C(C=CC=C3)=CC=2)C2C=CC=CC=2)=CC=1. The product is [N+:22]([C:25]1[CH:30]=[CH:29][C:28]([NH:31][CH:32]2[CH2:33][CH2:34][CH:35]([O:38][CH2:39][C:40]([N:42]3[CH2:47][CH2:46][N:45]([C:2]4[S:3][C:4]5[CH:10]=[CH:9][C:8]([C:11]([F:14])([F:13])[F:12])=[CH:7][C:5]=5[N:6]=4)[CH2:44][CH2:43]3)=[O:41])[CH2:36][CH2:37]2)=[CH:27][C:26]=1[C:48]([F:51])([F:50])[F:49])([O-:24])=[O:23]. The yield is 0.738. (4) The reactants are Cl.[C:2]1([C:8]2[N:9]=[C:10]3[CH:15]=[CH:14][CH:13]=[C:12]([CH2:16]Cl)[N:11]3[CH:18]=2)[CH:7]=[CH:6][CH:5]=[CH:4][CH:3]=1.[NH2:19][CH2:20][CH2:21][CH2:22][CH2:23][CH2:24][NH2:25].C(N(CC)CC)C.C1C=CC(N([S:40]([C:43]([F:46])([F:45])[F:44])(=[O:42])=[O:41])[S:40]([C:43]([F:46])([F:45])[F:44])(=[O:42])=[O:41])=CC=1. The catalyst is C(#N)C. The product is [C:2]1([C:8]2[N:9]=[C:10]3[CH:15]=[CH:14][CH:13]=[C:12]([CH2:16][NH:19][CH2:20][CH2:21][CH2:22][CH2:23][CH2:24][NH:25][S:40]([C:43]([F:46])([F:45])[F:44])(=[O:42])=[O:41])[N:11]3[CH:18]=2)[CH:7]=[CH:6][CH:5]=[CH:4][CH:3]=1. The yield is 0.603. (5) The catalyst is O. The reactants are N[C:2]1[CH:7]=[C:6]([C:8]([O:10][CH3:11])=[O:9])[CH:5]=[CH:4][C:3]=1[C:12]1[CH:17]=[C:16]([O:18][CH3:19])[CH:15]=[CH:14][C:13]=1[F:20].COCCOC.S(=O)(=O)(O)O.N([O-])=O.[Na+].[I-:36].[Na+]. The yield is 0.580. The product is [F:20][C:13]1[CH:14]=[CH:15][C:16]([O:18][CH3:19])=[CH:17][C:12]=1[C:3]1[CH:4]=[CH:5][C:6]([C:8]([O:10][CH3:11])=[O:9])=[CH:7][C:2]=1[I:36]. (6) The reactants are [CH3:1][C:2]1[CH:7]=[C:6]([O:8][CH2:9][CH2:10][CH2:11][S:12]([CH3:15])(=[O:14])=[O:13])[CH:5]=[C:4]([CH3:16])[C:3]=1[C:17]1[CH:22]=[CH:21][CH:20]=[C:19]([CH:23]=[O:24])[CH:18]=1.CO.[BH4-].[Na+].Cl. The catalyst is O1CCCC1. The product is [CH3:16][C:4]1[CH:5]=[C:6]([O:8][CH2:9][CH2:10][CH2:11][S:12]([CH3:15])(=[O:14])=[O:13])[CH:7]=[C:2]([CH3:1])[C:3]=1[C:17]1[CH:22]=[CH:21][CH:20]=[C:19]([CH2:23][OH:24])[CH:18]=1. The yield is 0.970. (7) The reactants are Br[C:2]1[S:3][CH:4]=[C:5]([C:7]([O:9][CH2:10][CH3:11])=[O:8])[N:6]=1.[F:12][C:13]([F:25])([F:24])[O:14][C:15]1[CH:20]=[CH:19][C:18](B(O)O)=[CH:17][CH:16]=1.[F-].[Cs+]. The catalyst is CC(C)([P](C(C)(C)C)([Pd][P](C(C)(C)C)(C(C)(C)C)C(C)(C)C)C(C)(C)C)C.O1CCOCC1. The product is [F:12][C:13]([F:24])([F:25])[O:14][C:15]1[CH:20]=[CH:19][C:18]([C:2]2[S:3][CH:4]=[C:5]([C:7]([O:9][CH2:10][CH3:11])=[O:8])[N:6]=2)=[CH:17][CH:16]=1. The yield is 0.530. (8) The reactants are Br[C:2]1[CH:7]=[CH:6][C:5]([NH:8][N:9]2[C:17](=[O:18])[C:16]3[C:11](=[CH:12][CH:13]=[CH:14][CH:15]=3)[C:10]2=[O:19])=[CH:4][CH:3]=1.C([O-])([O-])=O.[K+].[K+].CO[CH2:28][CH2:29]OC. The catalyst is O.C1C=CC([P]([Pd]([P](C2C=CC=CC=2)(C2C=CC=CC=2)C2C=CC=CC=2)([P](C2C=CC=CC=2)(C2C=CC=CC=2)C2C=CC=CC=2)[P](C2C=CC=CC=2)(C2C=CC=CC=2)C2C=CC=CC=2)(C2C=CC=CC=2)C2C=CC=CC=2)=CC=1. The product is [CH:28]([C:2]1[CH:7]=[CH:6][C:5]([NH:8][N:9]2[C:17](=[O:18])[C:16]3[C:11](=[CH:12][CH:13]=[CH:14][CH:15]=3)[C:10]2=[O:19])=[CH:4][CH:3]=1)=[CH2:29]. The yield is 0.130. (9) The reactants are [C:1]([C:3](=[CH:17][NH:18][C:19]1[CH:24]=[CH:23][C:22]([O:25][CH3:26])=[C:21]([I:27])[CH:20]=1)[C:4]([NH:6][C:7]1[CH:12]=[C:11]([O:13][CH3:14])[C:10]([Cl:15])=[CH:9][C:8]=1[Cl:16])=O)#[N:2].CO.P(Cl)(Cl)(Cl)=O. The catalyst is C(#N)C. The product is [Cl:16][C:8]1[CH:9]=[C:10]([Cl:15])[C:11]([O:13][CH3:14])=[CH:12][C:7]=1[NH:6][C:4]1[C:24]2[C:19](=[CH:20][C:21]([I:27])=[C:22]([O:25][CH3:26])[CH:23]=2)[N:18]=[CH:17][C:3]=1[C:1]#[N:2]. The yield is 0.290. (10) The reactants are [CH2:1]([O:8][CH2:9][C:10]1[N:15]=[C:14]([NH2:16])[N:13]=[C:12]([NH2:17])[C:11]=1[C:18]1[CH:23]=[CH:22][C:21]([N+:24]([O-])=O)=[CH:20][CH:19]=1)[C:2]1[CH:7]=[CH:6][CH:5]=[CH:4][CH:3]=1. The catalyst is CO.[OH-].[OH-].[Pd+2]. The product is [NH2:24][C:21]1[CH:22]=[CH:23][C:18]([C:11]2[C:12]([NH2:17])=[N:13][C:14]([NH2:16])=[N:15][C:10]=2[CH2:9][O:8][CH2:1][C:2]2[CH:7]=[CH:6][CH:5]=[CH:4][CH:3]=2)=[CH:19][CH:20]=1. The yield is 0.950.